Dataset: NCI-60 drug combinations with 297,098 pairs across 59 cell lines. Task: Regression. Given two drug SMILES strings and cell line genomic features, predict the synergy score measuring deviation from expected non-interaction effect. (1) Drug 1: CC1=C(C=C(C=C1)C(=O)NC2=CC(=CC(=C2)C(F)(F)F)N3C=C(N=C3)C)NC4=NC=CC(=N4)C5=CN=CC=C5. Drug 2: CC1=C2C(C(=O)C3(C(CC4C(C3C(C(C2(C)C)(CC1OC(=O)C(C(C5=CC=CC=C5)NC(=O)C6=CC=CC=C6)O)O)OC(=O)C7=CC=CC=C7)(CO4)OC(=O)C)O)C)OC(=O)C. Cell line: MCF7. Synergy scores: CSS=24.2, Synergy_ZIP=0.480, Synergy_Bliss=4.49, Synergy_Loewe=-27.2, Synergy_HSA=-2.61. (2) Drug 1: C1CCN(CC1)CCOC2=CC=C(C=C2)C(=O)C3=C(SC4=C3C=CC(=C4)O)C5=CC=C(C=C5)O. Drug 2: C1C(C(OC1N2C=C(C(=O)NC2=O)F)CO)O. Cell line: CCRF-CEM. Synergy scores: CSS=55.3, Synergy_ZIP=1.71, Synergy_Bliss=0.865, Synergy_Loewe=-15.8, Synergy_HSA=-0.311.